This data is from Full USPTO retrosynthesis dataset with 1.9M reactions from patents (1976-2016). The task is: Predict the reactants needed to synthesize the given product. (1) The reactants are: [Br:1][C:2]1[CH:3]=[C:4]([CH:8]=[C:9]([F:11])[CH:10]=1)[C:5]([OH:7])=[O:6].S(=O)(=O)(O)O.[CH2:17](O)[CH3:18]. Given the product [Br:1][C:2]1[CH:3]=[C:4]([CH:8]=[C:9]([F:11])[CH:10]=1)[C:5]([O:7][CH2:17][CH3:18])=[O:6], predict the reactants needed to synthesize it. (2) Given the product [CH3:13][O:14][C:15](=[O:25])[CH2:16][CH2:17][CH2:18][CH2:19][CH2:20][CH2:21][CH:22]=[CH:23][CH3:24].[CH3:13][O:14][C:15](=[O:25])[CH2:16][CH2:17][CH2:18][CH2:19][CH2:20][CH2:21][CH2:22][CH:23]=[CH2:24], predict the reactants needed to synthesize it. The reactants are: C(O)(=O)CCCCCCC(O)=O.[CH3:13][O:14][C:15](=[O:25])[CH2:16][CH2:17][CH2:18][CH2:19][CH2:20][CH2:21][CH2:22][CH:23]=[CH2:24]. (3) Given the product [CH3:16][C:11]1[CH:10]=[CH:9][C:8]2[CH:7]=[CH:6][C:5]3[CH:4]=[CH:3][C:2]([CH3:1])=[N:15][C:14]=3[C:13]=2[N:12]=1.[CH2:17]1[CH2:21][O:20][CH2:19][CH2:18]1, predict the reactants needed to synthesize it. The reactants are: [CH3:1][C:2]1[CH:3]=[CH:4][C:5]2[CH:6]=[CH:7][C:8]3[CH:9]=[CH:10][C:11]([CH3:16])=[N:12][C:13]=3[C:14]=2[N:15]=1.[CH2:17]1[CH2:21][O:20][CH2:19][CH2:18]1. (4) Given the product [Cl:13][C:14]1[CH:19]=[C:18]([Cl:20])[CH:17]=[C:16]([Cl:21])[C:15]=1[S:22]([NH:1][C:2]1[S:3][CH:4]=[C:5]([CH2:7][C:8]([O:10][CH2:11][CH3:12])=[O:9])[N:6]=1)(=[O:24])=[O:23], predict the reactants needed to synthesize it. The reactants are: [NH2:1][C:2]1[S:3][CH:4]=[C:5]([CH2:7][C:8]([O:10][CH2:11][CH3:12])=[O:9])[N:6]=1.[Cl:13][C:14]1[CH:19]=[C:18]([Cl:20])[CH:17]=[C:16]([Cl:21])[C:15]=1[S:22](Cl)(=[O:24])=[O:23]. (5) Given the product [CH3:24][O:25][C:26](=[O:41])[C:27]1[CH:28]=[CH:29][CH:30]=[C:31]([N:33]2[C:11]([CH3:12])=[CH:10][CH:9]=[C:8]2[C:6]2[CH:7]=[C:2]([Br:1])[CH:3]=[CH:4][C:5]=2[O:15][CH2:16][C:17]2[CH:22]=[CH:21][C:20]([F:23])=[CH:19][CH:18]=2)[C:53]=1[N:54]1[CH2:55][CH2:42][CH2:56][CH2:57][C:58]1=[O:59], predict the reactants needed to synthesize it. The reactants are: [Br:1][C:2]1[CH:3]=[CH:4][C:5]([O:15][CH2:16][C:17]2[CH:22]=[CH:21][C:20]([F:23])=[CH:19][CH:18]=2)=[C:6]([C:8](=O)[CH2:9][CH2:10][C:11](=O)[CH3:12])[CH:7]=1.[CH3:24][O:25][C:26](=[O:41])[C:27]1C=[C:31]([N:33]2CCCCC2=O)[CH:30]=[C:29](N)[CH:28]=1.[CH3:42]C1C=CC(S(O)(=O)=O)=CC=1.[CH3:53][N:54]1[C:58](=[O:59])[CH2:57][CH2:56][CH2:55]1. (6) The reactants are: [CH3:1][S:2]([O:5]S(C)(=O)=O)(=O)=[O:3].[NH2:10][C:11]1[C:20]2[N:21]=[C:22]([CH2:35][O:36][CH2:37][CH3:38])[N:23]([CH2:24][C:25]([NH:28][C:29]([NH:31][CH:32]([CH3:34])[CH3:33])=[O:30])([CH3:27])[CH3:26])[C:19]=2[C:18]2[CH:17]=[CH:16][C:15]([O:39][CH2:40][CH2:41][CH2:42][CH2:43][CH2:44][CH2:45][NH2:46])=[CH:14][C:13]=2[N:12]=1.C(N(CC)CC)C. Given the product [NH2:10][C:11]1[C:20]2[N:21]=[C:22]([CH2:35][O:36][CH2:37][CH3:38])[N:23]([CH2:24][C:25]([NH:28][C:29]([NH:31][CH:32]([CH3:34])[CH3:33])=[O:30])([CH3:26])[CH3:27])[C:19]=2[C:18]2[CH:17]=[CH:16][C:15]([O:39][CH2:40][CH2:41][CH2:42][CH2:43][CH2:44][CH2:45][NH:46][S:2]([CH3:1])(=[O:5])=[O:3])=[CH:14][C:13]=2[N:12]=1, predict the reactants needed to synthesize it. (7) Given the product [Br:1][C:2]1[CH:13]=[CH:12][C:5]([C:6](=[O:7])[CH3:15])=[C:4]([CH3:14])[CH:3]=1, predict the reactants needed to synthesize it. The reactants are: [Br:1][C:2]1[CH:13]=[CH:12][C:5]([C:6](N(OC)C)=[O:7])=[C:4]([CH3:14])[CH:3]=1.[CH3:15][Mg]Cl.[Cl-].[NH4+]. (8) Given the product [CH2:1]([O:3][C:4]([N:6]1[C:15]2[C:10](=[CH:11][C:12]([CH3:17])=[N:13][C:14]=2[CH3:16])[CH:9]([NH2:18])[CH2:8][CH:7]1[CH2:20][CH3:21])=[O:5])[CH3:2], predict the reactants needed to synthesize it. The reactants are: [CH2:1]([O:3][C:4]([N:6]1[C:15]2[C:10](=[CH:11][C:12]([CH3:17])=[N:13][C:14]=2[CH3:16])[C:9](=[N:18]O)[CH2:8][CH:7]1[CH2:20][CH3:21])=[O:5])[CH3:2].